From a dataset of Forward reaction prediction with 1.9M reactions from USPTO patents (1976-2016). Predict the product of the given reaction. (1) Given the reactants [CH3:1][O:2][C:3]1[C@H:4]([CH:11]([CH3:13])[CH3:12])[N:5]=[C:6]([O:9][CH3:10])[CH2:7][N:8]=1.[F:14][C:15]1[CH:22]=[C:21]([F:23])[C:20]([F:24])=[CH:19][C:16]=1[CH2:17]Br, predict the reaction product. The product is: [CH3:1][O:2][C:3]1[C@H:4]([CH:11]([CH3:13])[CH3:12])[N:5]=[C:6]([O:9][CH3:10])[C@@H:7]([CH2:17][C:16]2[CH:19]=[C:20]([F:24])[C:21]([F:23])=[CH:22][C:15]=2[F:14])[N:8]=1. (2) Given the reactants Cl[CH2:2][C:3]([NH:5][C:6]1[CH:27]=[CH:26][C:9]2[N:10]=[C:11]([NH:14][CH:15]3[C:19]4[C:20]([O:24][CH3:25])=[CH:21][CH:22]=[CH:23][C:18]=4[O:17][CH2:16]3)[O:12][CH2:13][C:8]=2[CH:7]=1)=[O:4].[CH:28]([N:31]1[CH2:36][CH2:35][NH:34][CH2:33][CH2:32]1)([CH3:30])[CH3:29], predict the reaction product. The product is: [CH:28]([N:31]1[CH2:36][CH2:35][N:34]([CH2:2][C:3]([NH:5][C:6]2[CH:27]=[CH:26][C:9]3[N:10]=[C:11]([NH:14][CH:15]4[C:19]5[C:20]([O:24][CH3:25])=[CH:21][CH:22]=[CH:23][C:18]=5[O:17][CH2:16]4)[O:12][CH2:13][C:8]=3[CH:7]=2)=[O:4])[CH2:33][CH2:32]1)([CH3:30])[CH3:29].